This data is from Full USPTO retrosynthesis dataset with 1.9M reactions from patents (1976-2016). The task is: Predict the reactants needed to synthesize the given product. Given the product [C:31]([C:2]1[C:6]2[CH:7]=[C:8]([O:11][CH3:12])[CH:9]=[CH:10][C:5]=2[O:4][C:3]=1[CH:13]([NH:20][C:21]1[CH:30]=[CH:29][C:24]([C:25]([OH:27])=[O:26])=[CH:23][CH:22]=1)[CH:14]1[CH2:19][CH2:18][CH2:17][CH2:16][CH2:15]1)#[N:32], predict the reactants needed to synthesize it. The reactants are: Br[C:2]1[C:6]2[CH:7]=[C:8]([O:11][CH3:12])[CH:9]=[CH:10][C:5]=2[O:4][C:3]=1[CH:13]([NH:20][C:21]1[CH:30]=[CH:29][C:24]([C:25]([O:27]C)=[O:26])=[CH:23][CH:22]=1)[CH:14]1[CH2:19][CH2:18][CH2:17][CH2:16][CH2:15]1.[CH3:31][N:32](C)C=O.[OH-].[Li+].